From a dataset of Experimentally validated miRNA-target interactions with 360,000+ pairs, plus equal number of negative samples. Binary Classification. Given a miRNA mature sequence and a target amino acid sequence, predict their likelihood of interaction. (1) Result: 0 (no interaction). The protein sequence of the target gene is MDNIPYFLATVLIFSLGFRIEEGMCQHYYLLRPIPSDSLPIVELKEDPDPVLDPKERDLNETELRAILGSHFEQNFMSINPPEDKHAGQDELNESELMKQRPNGIMPKEIKAMEFDIQHGKKHKPSKKLRRRLQLWLWSYTFCPVVHTWQDLGNRFWPRYLKVGSCYNKRSCSVPEGMVCKPPKSSHLTVLRWRCVQRKGGLKCAWIPVQYPVISECKCSCPN. The miRNA is cel-miR-39-3p with sequence UCACCGGGUGUAAAUCAGCUUG. (2) The miRNA is hsa-miR-6832-3p with sequence ACCCUUUUUCUCUUUCCCAG. The protein sequence of the target gene is MHPEPAPPPSHSNPELPVSGGSSTSGSRRSRRRSGDGEPSGAPPLPPPPPAVSYPDWIGQSYSEVMSLNEHSMQALSWRKLYLSRAKLKASSRTSALLSGFAMVAMVEVQLDTDHDYPPGLLIVFSACTTVLVAVHLFALMISTCILPNIEAVSNVHNLNSVKESPHERMHRHIELAWAFSTVIGTLLFLAEVVLLCWVKFLPLKRQAGQPSPTKPPAESVIVANHSDSSGITPGEAAAIASTAIMVPCGLVFIVFAVHFYRSLVSHKTDRQFQELNELAEFARLQDQLDHRGDHSLTPG.... Result: 0 (no interaction). (3) The miRNA is hsa-miR-4435 with sequence AUGGCCAGAGCUCACACAGAGG. The protein sequence of the target gene is MKITGGLLLLCTVVYFCSSSEAASLSPKKVDCSIYKKYPVVAIPCPITYLPVCGSDYITYGNECHLCTESLKSNGRVQFLHDGSC. Result: 0 (no interaction).